This data is from Full USPTO retrosynthesis dataset with 1.9M reactions from patents (1976-2016). The task is: Predict the reactants needed to synthesize the given product. Given the product [Br:8][C:5]1[CH:6]=[CH:7][C:2]2[NH:1][C:16](=[O:17])[O:15][C:9]3([CH2:14][CH2:13][CH2:12][CH2:11][CH2:10]3)[C:3]=2[CH:4]=1, predict the reactants needed to synthesize it. The reactants are: [NH2:1][C:2]1[CH:7]=[CH:6][C:5]([Br:8])=[CH:4][C:3]=1[C:9]1([OH:15])[CH2:14][CH2:13][CH2:12][CH2:11][CH2:10]1.[C:16](C1NC=CN=1)(C1NC=CN=1)=[O:17].